This data is from Reaction yield outcomes from USPTO patents with 853,638 reactions. The task is: Predict the reaction yield, written as a fraction of the theoretical maximum amount of product (1.0 means a 100% yield; for example, 0.34 means a 34% yield). (1) The reactants are [CH2:1]([O:8][C@H:9]1[CH2:13][N:12]([CH:14]2[CH2:19][CH2:18][N:17]([C:20]([O:22][C:23]([CH3:26])([CH3:25])[CH3:24])=[O:21])[CH2:16][CH2:15]2)[C:11](=[O:27])[C@H:10]1[O:28][C:29]1[CH:34]=[CH:33][C:32](Br)=[CH:31][C:30]=1[F:36])[C:2]1[CH:7]=[CH:6][CH:5]=[CH:4][CH:3]=1.[CH3:37][S:38]([O-:40])=[O:39].[Na+].[C@@H]1(N)CCCC[C@H]1N. The catalyst is CS(C)=O. The product is [CH2:1]([O:8][C@H:9]1[CH2:13][N:12]([CH:14]2[CH2:19][CH2:18][N:17]([C:20]([O:22][C:23]([CH3:26])([CH3:25])[CH3:24])=[O:21])[CH2:16][CH2:15]2)[C:11](=[O:27])[C@H:10]1[O:28][C:29]1[CH:34]=[CH:33][C:32]([S:38]([CH3:37])(=[O:40])=[O:39])=[CH:31][C:30]=1[F:36])[C:2]1[CH:7]=[CH:6][CH:5]=[CH:4][CH:3]=1. The yield is 0.534. (2) The reactants are C[O:2][C:3]([CH:5]1[O:9][C:8](=[O:10])[N:7]([C:11]2[CH:16]=[CH:15][C:14]([N:17]3[CH2:23][CH2:22][CH2:21][S:20](=[O:25])(=[O:24])[CH2:19][CH2:18]3)=[C:13]([F:26])[CH:12]=2)[CH2:6]1)=O.Cl.CN.[CH2:30]([N:32](CC)CC)C. The catalyst is CO. The product is [CH3:30][NH:32][C:3]([CH:5]1[O:9][C:8](=[O:10])[N:7]([C:11]2[CH:16]=[CH:15][C:14]([N:17]3[CH2:23][CH2:22][CH2:21][S:20](=[O:24])(=[O:25])[CH2:19][CH2:18]3)=[C:13]([F:26])[CH:12]=2)[CH2:6]1)=[O:2]. The yield is 0.510. (3) The reactants are [CH3:1][C:2]1[CH:3]=[C:4](CC#N)[CH:5]=[C:6]([CH3:20])[C:7]=1[O:8][C:9]1[CH:14]=[CH:13][C:12]([O:15][CH3:16])=[C:11]([CH:17]([CH3:19])[CH3:18])[CH:10]=1.OS(O)(=O)=O.[C:29]([OH:32])(=[O:31])[CH3:30]. No catalyst specified. The product is [CH3:20][C:6]1[CH:5]=[C:4]([CH2:30][C:29]([OH:32])=[O:31])[CH:3]=[C:2]([CH3:1])[C:7]=1[O:8][C:9]1[CH:14]=[CH:13][C:12]([O:15][CH3:16])=[C:11]([CH:17]([CH3:18])[CH3:19])[CH:10]=1. The yield is 0.850. (4) The yield is 0.0900. The product is [OH:12]/[N:11]=[C:10](/[C:13]1[CH:14]=[CH:15][C:16](=[O:20])[N:17]([CH3:19])[CH:18]=1)\[CH2:9][C@H:8]([C:5]1[CH:4]=[CH:3][C:2]([C:28]#[N:29])=[CH:7][CH:6]=1)[C:21]1[CH:26]=[CH:25][CH:24]=[CH:23][C:22]=1[CH3:27].[OH:12]/[N:11]=[C:10](\[C:13]1[CH:14]=[CH:15][C:16](=[O:20])[N:17]([CH3:19])[CH:18]=1)/[CH2:9][C@H:8]([C:5]1[CH:4]=[CH:3][C:2]([C:28]#[N:29])=[CH:7][CH:6]=1)[C:21]1[CH:26]=[CH:25][CH:24]=[CH:23][C:22]=1[CH3:27]. The reactants are Br[C:2]1[CH:7]=[CH:6][C:5]([C@H:8]([C:21]2[CH:26]=[CH:25][CH:24]=[CH:23][C:22]=2[CH3:27])[CH2:9]/[C:10](/[C:13]2[CH:14]=[CH:15][C:16](=[O:20])[N:17]([CH3:19])[CH:18]=2)=[N:11]\[OH:12])=[CH:4][CH:3]=1.[CH3:28][N:29](C)C=O. The catalyst is O.C1(P(C2C=CC=CC=2)[C-]2C=CC=C2)C=CC=CC=1.[C-]1(P(C2C=CC=CC=2)C2C=CC=CC=2)C=CC=C1.[Fe+2].C1C=CC(/C=C/C(/C=C/C2C=CC=CC=2)=O)=CC=1.C1C=CC(/C=C/C(/C=C/C2C=CC=CC=2)=O)=CC=1.C1C=CC(/C=C/C(/C=C/C2C=CC=CC=2)=O)=CC=1.[Pd].[Pd].[C-]#N.[Zn+2].[C-]#N.[Zn].C([O-])(=O)C.[Zn+2].C([O-])(=O)C. (5) The catalyst is ClCCl.O. The yield is 0.690. The product is [CH3:47][N:48]1[CH2:52][CH2:51][CH2:50][CH:49]1[CH2:53][CH2:54][NH:55][C:25]([CH:18]1[C:19]2[C:24](=[CH:23][CH:22]=[CH:21][CH:20]=2)[N:16]([S:13]([C:6]2[C:7]3[C:12](=[CH:11][CH:10]=[CH:9][CH:8]=3)[C:3]([O:2][CH3:1])=[CH:4][CH:5]=2)(=[O:14])=[O:15])[CH2:17]1)=[O:27]. The reactants are [CH3:1][O:2][C:3]1[C:12]2[C:7](=[CH:8][CH:9]=[CH:10][CH:11]=2)[C:6]([S:13]([N:16]2[C:24]3[C:19](=[CH:20][CH:21]=[CH:22][CH:23]=3)[CH:18]([C:25]([OH:27])=O)[CH2:17]2)(=[O:15])=[O:14])=[CH:5][CH:4]=1.ON1C2C=CC=CC=2N=N1.CC(C)N=C=NC(C)C.[CH3:47][N:48]1[CH2:52][CH2:51][CH2:50][CH:49]1[CH2:53][CH2:54][NH2:55]. (6) The reactants are [Cl:1][C:2]1[N:3]([CH2:10][C@:11]2([CH3:14])[CH2:13][O:12]2)[CH:4]=[C:5]([N+:7]([O-:9])=[O:8])[N:6]=1.[N:15]1([C:21]([O:23][CH2:24][C:25]2[CH:30]=[CH:29][C:28]([O:31][C:32]([F:35])([F:34])[F:33])=[CH:27][CH:26]=2)=[O:22])[CH2:20][CH2:19][NH:18][CH2:17][CH2:16]1.O. The catalyst is CN(C=O)C. The product is [Cl:1][C:2]1[N:3]([CH2:10][C@:11]([OH:12])([CH3:14])[CH2:13][N:18]2[CH2:17][CH2:16][N:15]([C:21]([O:23][CH2:24][C:25]3[CH:26]=[CH:27][C:28]([O:31][C:32]([F:34])([F:35])[F:33])=[CH:29][CH:30]=3)=[O:22])[CH2:20][CH2:19]2)[CH:4]=[C:5]([N+:7]([O-:9])=[O:8])[N:6]=1. The yield is 0.830. (7) The reactants are [C:1](Cl)(=[O:4])[CH:2]=[CH2:3].[CH3:6][N:7]([CH3:38])[C@@H:8]1[CH2:12][CH2:11][N:10]([C:13]2[CH:18]=[C:17]([O:19][CH3:20])[C:16]([NH:21][C:22]3[N:27]=[C:26]([C:28]4[C:36]5[C:31](=[CH:32][CH:33]=[CH:34][CH:35]=5)[NH:30][CH:29]=4)[CH:25]=[CH:24][N:23]=3)=[CH:15][C:14]=2[NH2:37])[CH2:9]1. The catalyst is C(Cl)Cl.CC(N(C)C)=O. The product is [CH3:38][N:7]([CH3:6])[C@@H:8]1[CH2:12][CH2:11][N:10]([C:13]2[CH:18]=[C:17]([O:19][CH3:20])[C:16]([NH:21][C:22]3[N:27]=[C:26]([C:28]4[C:36]5[C:31](=[CH:32][CH:33]=[CH:34][CH:35]=5)[NH:30][CH:29]=4)[CH:25]=[CH:24][N:23]=3)=[CH:15][C:14]=2[NH:37][C:1](=[O:4])[CH:2]=[CH2:3])[CH2:9]1. The yield is 0.450. (8) The reactants are [CH2:1]([C:5]1[N:6]=[C:7]([CH3:27])[NH:8][C:9](=[O:26])[C:10]=1[CH2:11][C:12]1[CH:17]=[CH:16][C:15]([C:18]2[C:19]([C:24]#[N:25])=[CH:20][CH:21]=[CH:22][CH:23]=2)=[CH:14][CH:13]=1)[CH2:2][CH2:3][CH3:4].[H-].[Na+].CN(C)C=O.Br[CH2:36][CH2:37][OH:38]. The catalyst is C(OCC)(=O)C. The product is [CH2:1]([C:5]1[N:6]=[C:7]([CH3:27])[N:8]([CH2:36][CH2:37][OH:38])[C:9](=[O:26])[C:10]=1[CH2:11][C:12]1[CH:17]=[CH:16][C:15]([C:18]2[C:19]([C:24]#[N:25])=[CH:20][CH:21]=[CH:22][CH:23]=2)=[CH:14][CH:13]=1)[CH2:2][CH2:3][CH3:4]. The yield is 0.230. (9) The reactants are [I:1][C:2]1[C:10]2[C:5](=[N:6][CH:7]=[C:8]([C:11]3[CH:12]=[C:13]([CH:18]=[CH:19][CH:20]=3)[C:14]([O:16]C)=[O:15])[CH:9]=2)[NH:4][N:3]=1.[H-].[Na+].[CH3:23][Si:24]([CH2:27][CH2:28][O:29][CH2:30]Cl)([CH3:26])[CH3:25]. The catalyst is CN(C=O)C. The product is [I:1][C:2]1[C:10]2[C:5](=[N:6][CH:7]=[C:8]([C:11]3[CH:12]=[C:13]([CH:18]=[CH:19][CH:20]=3)[C:14]([OH:16])=[O:15])[CH:9]=2)[N:4]([CH2:30][O:29][CH2:28][CH2:27][Si:24]([CH3:26])([CH3:25])[CH3:23])[N:3]=1. The yield is 0.150.